From a dataset of NCI-60 drug combinations with 297,098 pairs across 59 cell lines. Regression. Given two drug SMILES strings and cell line genomic features, predict the synergy score measuring deviation from expected non-interaction effect. Drug 1: CN1CCC(CC1)COC2=C(C=C3C(=C2)N=CN=C3NC4=C(C=C(C=C4)Br)F)OC. Drug 2: CC1CCC2CC(C(=CC=CC=CC(CC(C(=O)C(C(C(=CC(C(=O)CC(OC(=O)C3CCCCN3C(=O)C(=O)C1(O2)O)C(C)CC4CCC(C(C4)OC)OCCO)C)C)O)OC)C)C)C)OC. Cell line: A498. Synergy scores: CSS=16.8, Synergy_ZIP=-9.60, Synergy_Bliss=-6.97, Synergy_Loewe=-4.10, Synergy_HSA=-2.79.